This data is from Forward reaction prediction with 1.9M reactions from USPTO patents (1976-2016). The task is: Predict the product of the given reaction. Given the reactants [CH3:1][O:2][C:3]([C:5]1[S:12][C:11]2[C:10]([NH2:13])=[N:9][NH:8][C:7]=2[CH:6]=1)=[O:4].CCN(C(C)C)C(C)C.Cl[C:24]([O:26][CH2:27][CH3:28])=[O:25], predict the reaction product. The product is: [NH2:13][C:10]1[C:11]2[S:12][C:5]([C:3]([O:2][CH3:1])=[O:4])=[CH:6][C:7]=2[N:8]([C:24]([O:26][CH2:27][CH3:28])=[O:25])[N:9]=1.